From a dataset of Catalyst prediction with 721,799 reactions and 888 catalyst types from USPTO. Predict which catalyst facilitates the given reaction. (1) Reactant: [C:1]([N:4]([CH2:26][CH:27]1[CH2:29][CH2:28]1)[C:5]1[CH:25]=[CH:24][C:8]([O:9][C:10]2[CH:11]=[C:12]([CH:17]=[C:18]([O:20][CH:21]([CH3:23])[CH3:22])[CH:19]=2)[C:13]([O:15]C)=[O:14])=[CH:7][CH:6]=1)(=[O:3])[CH3:2].[OH-].[Na+]. Product: [C:1]([N:4]([CH2:26][CH:27]1[CH2:28][CH2:29]1)[C:5]1[CH:6]=[CH:7][C:8]([O:9][C:10]2[CH:11]=[C:12]([CH:17]=[C:18]([O:20][CH:21]([CH3:23])[CH3:22])[CH:19]=2)[C:13]([OH:15])=[O:14])=[CH:24][CH:25]=1)(=[O:3])[CH3:2]. The catalyst class is: 5. (2) Reactant: [Na+].[F:2][C:3]([F:17])([F:16])[C:4]1[CH:5]=[CH:6][C:7]2[S:11][C:10]([C:12]([O-:14])=O)=[N:9][C:8]=2[CH:15]=1.[C:18]([O:22][C:23](=[O:45])[C@@H:24]([NH:28][S:29]([C:32]1[CH:37]=[CH:36][C:35]([C:38]2[CH:43]=[CH:42][C:41]([NH2:44])=[CH:40][CH:39]=2)=[CH:34][CH:33]=1)(=[O:31])=[O:30])[CH:25]([CH3:27])[CH3:26])([CH3:21])([CH3:20])[CH3:19].F[P-](F)(F)(F)(F)F.N1(O[P+](N(C)C)(N(C)C)N(C)C)C2C=CC=CC=2N=N1.CN(C=O)C. Product: [C:18]([O:22][C:23](=[O:45])[C@@H:24]([NH:28][S:29]([C:32]1[CH:33]=[CH:34][C:35]([C:38]2[CH:39]=[CH:40][C:41]([NH:44][C:12]([C:10]3[S:11][C:7]4[CH:6]=[CH:5][C:4]([C:3]([F:2])([F:17])[F:16])=[CH:15][C:8]=4[N:9]=3)=[O:14])=[CH:42][CH:43]=2)=[CH:36][CH:37]=1)(=[O:31])=[O:30])[CH:25]([CH3:27])[CH3:26])([CH3:20])([CH3:21])[CH3:19]. The catalyst class is: 170. (3) Reactant: [OH:1][C:2]1[CH:3]=[C:4]([CH:9]=[C:10]([OH:12])[CH:11]=1)[C:5]([O:7][CH3:8])=[O:6].C(=O)([O-])[O-].[K+].[K+].[CH2:19](Br)[CH:20]=[CH2:21]. Product: [CH3:8][O:7][C:5](=[O:6])[C:4]1[CH:3]=[C:2]([OH:1])[CH:11]=[C:10]([O:12][CH2:21][CH:20]=[CH2:19])[CH:9]=1. The catalyst class is: 3. (4) Reactant: Br[C:2]1[CH:3]=[C:4]([NH2:9])[C:5]([NH2:8])=[CH:6][CH:7]=1.[F:10][C:11]([F:22])([F:21])[C:12]1[CH:17]=[CH:16][C:15](B(O)O)=[CH:14][CH:13]=1.C(=O)([O-])[O-].[K+].[K+].CN(C)C=O. Product: [F:10][C:11]([F:22])([F:21])[C:12]1[CH:17]=[CH:16][C:15]([C:2]2[CH:7]=[CH:6][C:5]([NH2:8])=[C:4]([NH2:9])[CH:3]=2)=[CH:14][CH:13]=1. The catalyst class is: 103. (5) Reactant: [CH3:1][O:2][C:3]1[CH:4]=[C:5]2[C:10](=[CH:11][CH:12]=1)[C:9](=[O:13])[CH2:8][CH2:7][CH2:6]2.Br[C:15]1[CH:20]=[CH:19][C:18]([S:21][CH3:22])=[CH:17][CH:16]=1.CC(C)([O-])C.[Na+].C1(P(C2C=CC=CC=2)C2C=CC3C(=CC=CC=3)C=2C2C3C(=CC=CC=3)C=CC=2P(C2C=CC=CC=2)C2C=CC=CC=2)C=CC=CC=1. Product: [CH3:1][O:2][C:3]1[CH:4]=[C:5]2[C:10](=[CH:11][CH:12]=1)[C:9]([OH:13])=[C:8]([C:15]1[CH:20]=[CH:19][C:18]([S:21][CH3:22])=[CH:17][CH:16]=1)[CH:7]=[CH:6]2. The catalyst class is: 487.